Task: Predict the reaction yield, written as a fraction of the theoretical maximum amount of product (1.0 means a 100% yield; for example, 0.34 means a 34% yield).. Dataset: Reaction yield outcomes from USPTO patents with 853,638 reactions (1) The reactants are [F:1][C:2]1[CH:7]=[CH:6][C:5]([N:8]2[CH:13]=[C:12]([N+:14]([O-:16])=[O:15])[CH:11]=[C:10]([C:17]([O:19]C)=[O:18])[C:9]2=[O:21])=[CH:4][CH:3]=1.[OH-].[Na+].Cl. No catalyst specified. The product is [F:1][C:2]1[CH:7]=[CH:6][C:5]([N:8]2[CH:13]=[C:12]([N+:14]([O-:16])=[O:15])[CH:11]=[C:10]([C:17]([OH:19])=[O:18])[C:9]2=[O:21])=[CH:4][CH:3]=1. The yield is 0.660. (2) The reactants are [CH3:1][O:2][C:3]([C:5]1([C:8]2[CH:13]=[CH:12][C:11]([OH:14])=[C:10]([N+:15]([O-])=O)[CH:9]=2)[CH2:7][CH2:6]1)=[O:4]. The catalyst is CO.[Ni]. The product is [CH3:1][O:2][C:3]([C:5]1([C:8]2[CH:13]=[CH:12][C:11]([OH:14])=[C:10]([NH2:15])[CH:9]=2)[CH2:7][CH2:6]1)=[O:4]. The yield is 0.740. (3) The reactants are [OH:1][C:2]1[C:9]([CH3:10])=[C:8]([CH3:11])[CH:7]=[C:6]([CH3:12])[C:3]=1[CH:4]=O. The catalyst is CO.[C].[Pd]. The product is [CH3:4][C:3]1[C:6]([CH3:12])=[CH:7][C:8]([CH3:11])=[C:9]([CH3:10])[C:2]=1[OH:1]. The yield is 0.120. (4) The reactants are [NH2:1][C:2]1[C:7]2[C:8]([C:11]3[CH:16]=[CH:15][C:14]([NH:17]C(=O)OC(C)(C)C)=[C:13]([O:25][CH3:26])[CH:12]=3)=[CH:9][O:10][C:6]=2[C:5]([I:27])=[CH:4][N:3]=1.FC(F)(F)C(O)=O. The catalyst is ClCCl. The product is [NH2:17][C:14]1[CH:15]=[CH:16][C:11]([C:8]2[C:7]3[C:2]([NH2:1])=[N:3][CH:4]=[C:5]([I:27])[C:6]=3[O:10][CH:9]=2)=[CH:12][C:13]=1[O:25][CH3:26]. The yield is 0.800. (5) The reactants are [CH3:1][O:2][C:3]1[N:8]=[C:7]([O:9][CH3:10])[C:6]([C:11]2[C:12]([O:21][CH3:22])=[CH:13][C:14]([O:19][CH3:20])=[C:15]([CH:18]=2)[CH:16]=O)=[CH:5][N:4]=1.[C:23]([C:26]1[CH:34]=[CH:33][C:29]([C:30]([OH:32])=[O:31])=[CH:28][CH:27]=1)(=[O:25])[CH3:24]. No catalyst specified. The product is [CH3:1][O:2][C:3]1[N:8]=[C:7]([O:9][CH3:10])[C:6]([C:11]2[C:12]([O:21][CH3:22])=[CH:13][C:14]([O:19][CH3:20])=[C:15](/[CH:16]=[CH:24]/[C:23]([C:26]3[CH:34]=[CH:33][C:29]([C:30]([OH:32])=[O:31])=[CH:28][CH:27]=3)=[O:25])[CH:18]=2)=[CH:5][N:4]=1. The yield is 0.220.